Task: Predict which catalyst facilitates the given reaction.. Dataset: Catalyst prediction with 721,799 reactions and 888 catalyst types from USPTO (1) Reactant: [CH:1]([C:4]1[N:5]=[C:6]([NH:9][C:10]([C:12]2[CH:36]=[CH:35][N:15]3[C:16](=[O:34])[C:17]([C:20]4[N:21]=[N:22][N:23](CC5C=CC(OC)=CC=5)[N:24]=4)=[CH:18][N:19]=[C:14]3[CH:13]=2)=[O:11])[S:7][CH:8]=1)([CH3:3])[CH3:2]. The catalyst class is: 55. Product: [CH:1]([C:4]1[N:5]=[C:6]([NH:9][C:10]([C:12]2[CH:36]=[CH:35][N:15]3[C:16](=[O:34])[C:17]([C:20]4[N:21]=[N:22][NH:23][N:24]=4)=[CH:18][N:19]=[C:14]3[CH:13]=2)=[O:11])[S:7][CH:8]=1)([CH3:3])[CH3:2]. (2) Reactant: [H-].[Al+3].[Li+].[H-].[H-].[H-].C([O:14][C:15](=O)[C:16]1[CH:21]=[CH:20][C:19]([CH3:22])=[C:18]([O:23][CH2:24][C:25]2[CH:30]=[CH:29][CH:28]=[CH:27][CH:26]=2)[CH:17]=1)C1C=CC=CC=1.O.C(O)C1C=CC=CC=1. Product: [CH2:24]([O:23][C:18]1[CH:17]=[C:16]([CH2:15][OH:14])[CH:21]=[CH:20][C:19]=1[CH3:22])[C:25]1[CH:30]=[CH:29][CH:28]=[CH:27][CH:26]=1. The catalyst class is: 27. (3) Reactant: Cl[C:2]1[C:11]2[C:6](=[CH:7][CH:8]=[CH:9][CH:10]=2)[C:5]([Cl:12])=[N:4][N:3]=1.[CH:13]1[C:22]2[C:17](=[CH:18][CH:19]=[CH:20][CH:21]=2)[CH:16]=[CH:15][C:14]=1[OH:23].[Cl-].[Al+3].[Cl-].[Cl-]. Product: [Cl:12][C:5]1[C:6]2[C:11](=[CH:10][CH:9]=[CH:8][CH:7]=2)[C:2]([C:13]2[C:22]3[C:17](=[CH:18][CH:19]=[CH:20][CH:21]=3)[CH:16]=[CH:15][C:14]=2[OH:23])=[N:3][N:4]=1. The catalyst class is: 68. (4) Reactant: [C:1]([O:5][C:6]([NH:8][C:9]1[N:14]=[CH:13][C:12]([O:15][C:16]2[CH:25]=[C:24](F)[CH:23]=[CH:22][C:17]=2[C:18]([O:20][CH3:21])=[O:19])=[CH:11][C:10]=1[F:27])=[O:7])([CH3:4])([CH3:3])[CH3:2].[NH:28]1[CH2:33][CH2:32][NH:31][CH2:30][CH2:29]1.ClCCl. Product: [C:1]([O:5][C:6]([NH:8][C:9]1[N:14]=[CH:13][C:12]([O:15][C:16]2[CH:25]=[C:24]([N:28]3[CH2:33][CH2:32][NH:31][CH2:30][CH2:29]3)[CH:23]=[CH:22][C:17]=2[C:18]([O:20][CH3:21])=[O:19])=[CH:11][C:10]=1[F:27])=[O:7])([CH3:4])([CH3:3])[CH3:2]. The catalyst class is: 16. (5) Product: [CH3:15][C:2]1[C:7]2[O:8][C:9]3[CH:14]=[CH:13][CH:12]=[CH:11][C:10]=3[C:6]=2[CH:5]=[CH:4][CH:3]=1. The catalyst class is: 443. Reactant: Br[C:2]1[C:7]2[O:8][C:9]3[CH:14]=[CH:13][CH:12]=[CH:11][C:10]=3[C:6]=2[CH:5]=[CH:4][CH:3]=1.[CH3:15]C(C1C=C(C(C)C)C(C2C=CC=CC=2P(C2CCCCC2)C2CCCCC2)=C(C(C)C)C=1)C.C[Mg]Br.Cl. (6) Reactant: [C:1](Cl)(=[O:5])C(Cl)=O.[F:7][C:8]([F:29])([F:28])[O:9][C:10]1[CH:15]=[CH:14][C:13]([N:16]2[CH:20]=[N:19][C:18]([C:21]3[CH:27]=[CH:26][C:24]([NH2:25])=[CH:23][CH:22]=3)=[N:17]2)=[CH:12][CH:11]=1.C(N(CC)CC)C.[C:37]1([C:44]2[CH:49]=[CH:48][CH:47]=[CH:46][CH:45]=2)[C:38]([NH2:43])=[CH:39][CH:40]=[CH:41][CH:42]=1. Product: [C:37]1([C:44]2[CH:45]=[CH:46][CH:47]=[CH:48][CH:49]=2)[CH:42]=[CH:41][CH:40]=[CH:39][C:38]=1[NH:43][C:1]([NH:25][C:24]1[CH:26]=[CH:27][C:21]([C:18]2[N:19]=[CH:20][N:16]([C:13]3[CH:12]=[CH:11][C:10]([O:9][C:8]([F:7])([F:28])[F:29])=[CH:15][CH:14]=3)[N:17]=2)=[CH:22][CH:23]=1)=[O:5]. The catalyst class is: 7. (7) Reactant: Br[C:2]1[CH:7]=[CH:6][C:5]([NH2:8])=[C:4]([CH3:9])[CH:3]=1.[C:10]1(B(O)O)[CH:15]=[CH:14][CH:13]=[CH:12][CH:11]=1.C(=O)([O-])[O-].[Cs+].[Cs+]. Product: [CH3:9][C:4]1[CH:3]=[C:2]([C:10]2[CH:15]=[CH:14][CH:13]=[CH:12][CH:11]=2)[CH:7]=[CH:6][C:5]=1[NH2:8]. The catalyst class is: 8.